Predict the reaction yield, written as a fraction of the theoretical maximum amount of product (1.0 means a 100% yield; for example, 0.34 means a 34% yield). From a dataset of Reaction yield outcomes from USPTO patents with 853,638 reactions. (1) The reactants are [NH2:1][C:2]1[C:7]([O:8][C:9]2[CH:14]=[CH:13][CH:12]=[CH:11][CH:10]=2)=[C:6]([Br:15])[CH:5]=[CH:4][C:3]=1[OH:16].[CH:17]([O-])([O-])OCC. No catalyst specified. The product is [Br:15][C:6]1[CH:5]=[CH:4][C:3]2[O:16][CH:17]=[N:1][C:2]=2[C:7]=1[O:8][C:9]1[CH:14]=[CH:13][CH:12]=[CH:11][CH:10]=1. The yield is 0.970. (2) The reactants are C([O:3][C:4](=[O:26])[CH2:5][CH2:6][C:7](=[O:25])[C@@H:8]([NH:16][C:17](=[O:24])[C:18]1[CH:23]=[CH:22][CH:21]=[CH:20][CH:19]=1)[CH2:9][C:10]1[CH:15]=[CH:14][CH:13]=[CH:12][CH:11]=1)C.[Li+].[OH-].C(O)(=O)C. The catalyst is C1COCC1.CO. The product is [C:17]([NH:16][C@@H:8]([CH2:9][C:10]1[CH:11]=[CH:12][CH:13]=[CH:14][CH:15]=1)[C:7](=[O:25])[CH2:6][CH2:5][C:4]([OH:26])=[O:3])(=[O:24])[C:18]1[CH:19]=[CH:20][CH:21]=[CH:22][CH:23]=1. The yield is 0.820. (3) The reactants are C1C[O:4]CC1.C(O[C:14]1[CH:15]=[C:16]2[N:26]([C:27]([C:29]3[NH:30][C:31]4[C:36]([CH:37]=3)=[CH:35][C:34]([O:38][CH2:39][CH2:40][N:41]([CH3:43])[CH3:42])=[CH:33][CH:32]=4)=[O:28])[CH2:25][CH:24]([CH2:44][Cl:45])[C:17]2=[C:18]2[C:23]=1[N:22]=[CH:21][CH:20]=[CH:19]2)C1C=CC=CC=1. The catalyst is O.[Pd]. The product is [Cl:45][CH2:44][CH:24]1[C:17]2=[C:18]3[C:23](=[CH:14][CH:15]=[C:16]2[N:26]([C:27]([C:29]2[N:30]=[C:31]4[C:36]([CH:37]=2)=[CH:35][C:34]([O:38][CH2:39][CH2:40][N:41]([CH3:42])[CH3:43])([OH:4])[CH:33]=[CH:32]4)=[O:28])[CH2:25]1)[N:22]=[CH:21][CH:20]=[CH:19]3. The yield is 0.930. (4) The reactants are [CH:1]([C:4]1[CH:8]=[C:7]([C:9]([OH:11])=O)[N:6]([CH3:12])[N:5]=1)([CH3:3])[CH3:2].CN(C)C=O.C(Cl)(=O)C(Cl)=O.[NH2:24][C:25]1[CH:26]=[C:27]([CH:44]=[CH:45][C:46]=1[F:47])[O:28][C:29]1[CH:30]=[CH:31][C:32]2[N:33]([CH:35]=[C:36]([NH:38][C:39]([CH:41]3[CH2:43][CH2:42]3)=[O:40])[N:37]=2)[N:34]=1.C(=O)([O-])O.[Na+]. The catalyst is O1CCCC1.CN(C)C(=O)C. The product is [CH:41]1([C:39]([NH:38][C:36]2[N:37]=[C:32]3[CH:31]=[CH:30][C:29]([O:28][C:27]4[CH:44]=[CH:45][C:46]([F:47])=[C:25]([NH:24][C:9]([C:7]5[N:6]([CH3:12])[N:5]=[C:4]([CH:1]([CH3:2])[CH3:3])[CH:8]=5)=[O:11])[CH:26]=4)=[N:34][N:33]3[CH:35]=2)=[O:40])[CH2:42][CH2:43]1. The yield is 0.740. (5) The reactants are [O:1]=[C:2]1[CH2:6][CH2:5][N:4]([C:7]([O:9][C:10]([CH3:13])([CH3:12])[CH3:11])=[O:8])[CH2:3]1.CO[CH:16](OC)[N:17]([CH3:19])[CH3:18]. The catalyst is O1CCOCC1. The product is [C:10]([O:9][C:7]([N:4]1[CH2:3][C:2](=[O:1])[C:6](=[CH:16][N:17]([CH3:19])[CH3:18])[CH2:5]1)=[O:8])([CH3:13])([CH3:12])[CH3:11]. The yield is 0.460. (6) The reactants are [CH3:1][N:2]([C:4]([CH2:6][N:7]1[C:15]2[C:10](=[CH:11][CH:12]=[C:13]([C:16]([OH:18])=[O:17])[CH:14]=2)[C:9]([CH:19]2[CH2:24][CH2:23][CH2:22][CH2:21][CH2:20]2)=[C:8]1[C:25]1[CH:26]=[C:27]2[C:32](=[CH:33][CH:34]=1)[N:31]=[C:30]([C:35]1[S:39][C:38]([CH3:40])=[N:37][C:36]=1[CH3:41])[CH:29]=[CH:28]2)=[O:5])[CH3:3].CO[C:44]([C:46]1[CH:54]=C2[C:47]([C:46]([CH:44]3CCCCC3)=[C:54](C3C=C4C(=CC=3)N=C(C3SC(C)=NC=3C)C=C4)N2CC(=O)N(C)C)=C[CH:47]=1)=O.CC1CCNCC1. No catalyst specified. The product is [CH:19]1([C:9]2[C:10]3[C:15](=[CH:14][C:13]([C:16]([OH:18])=[O:17])=[CH:12][CH:11]=3)[N:7]([CH2:6][C:4]([N:2]3[CH2:1][CH2:47][CH:46]([CH3:54])[CH2:44][CH2:3]3)=[O:5])[C:8]=2[C:25]2[CH:26]=[C:27]3[C:32](=[CH:33][CH:34]=2)[N:31]=[C:30]([C:35]2[S:39][C:38]([CH3:40])=[N:37][C:36]=2[CH3:41])[CH:29]=[CH:28]3)[CH2:20][CH2:21][CH2:22][CH2:23][CH2:24]1. The yield is 0.0700. (7) The reactants are C(OC([NH:8][C@@H:9]([CH2:22][CH2:23][C:24]([NH:26][CH:27]1[CH2:35][C:34]2[C:29](=[CH:30][CH:31]=[CH:32][CH:33]=2)[CH2:28]1)=[O:25])[C:10]([NH:12][CH:13]1[CH2:21][C:20]2[C:15](=[CH:16][CH:17]=[CH:18][CH:19]=2)[CH2:14]1)=[O:11])=O)(C)(C)C.[ClH:36].O1CCOCC1. No catalyst specified. The product is [ClH:36].[NH2:8][C@@H:9]([CH2:22][CH2:23][C:24]([NH:26][CH:27]1[CH2:35][C:34]2[C:29](=[CH:30][CH:31]=[CH:32][CH:33]=2)[CH2:28]1)=[O:25])[C:10]([NH:12][CH:13]1[CH2:14][C:15]2[C:20](=[CH:19][CH:18]=[CH:17][CH:16]=2)[CH2:21]1)=[O:11]. The yield is 0.960. (8) The reactants are C[O:2][C:3](=[O:22])[CH:4]([C:12]1[CH:17]=[CH:16][C:15]([S:18]([CH3:21])(=[O:20])=[O:19])=[CH:14][CH:13]=1)[CH2:5][CH:6]1[CH2:11][CH2:10][CH2:9][CH2:8][CH2:7]1.[OH-].[Na+]. The catalyst is C(O)C. The product is [CH:6]1([CH2:5][CH:4]([C:12]2[CH:17]=[CH:16][C:15]([S:18]([CH3:21])(=[O:20])=[O:19])=[CH:14][CH:13]=2)[C:3]([OH:22])=[O:2])[CH2:11][CH2:10][CH2:9][CH2:8][CH2:7]1. The yield is 0.600. (9) The reactants are NC1N=C2C=CC(C3C=C(NS(C)(=O)=O)C(Cl)=NC=3)=NN2C=1C1C=CC=C(F)C=1.[Cl:30][C:31]1[N:36]=[CH:35][C:34]([C:37]2[CH:38]=[CH:39][C:40]3[N:41]([C:43]([C:50]4[CH:55]=[CH:54][N:53]=[CH:52][CH:51]=4)=[C:44]([NH:46]C(=O)C)[N:45]=3)[N:42]=2)=[CH:33][C:32]=1[NH:56][S:57]([CH3:60])(=[O:59])=[O:58].[OH-].[Na+]. No catalyst specified. The product is [NH2:46][C:44]1[N:45]=[C:40]2[CH:39]=[CH:38][C:37]([C:34]3[CH:33]=[C:32]([NH:56][S:57]([CH3:60])(=[O:58])=[O:59])[C:31]([Cl:30])=[N:36][CH:35]=3)=[N:42][N:41]2[C:43]=1[C:50]1[CH:51]=[CH:52][N:53]=[CH:54][CH:55]=1. The yield is 0.720. (10) The reactants are [Li+].CC([N-]C(C)C)C.[C:9]([O:14][CH2:15][CH3:16])(=[O:13])[CH:10]([CH3:12])[CH3:11].Br[CH2:18][CH2:19][CH2:20][CH2:21][CH2:22][CH2:23][CH2:24][Br:25]. The catalyst is C1COCC1. The product is [Br:25][CH2:24][CH2:23][CH2:22][CH2:21][CH2:20][CH2:19][CH2:18][C:10]([CH3:12])([CH3:11])[C:9]([O:14][CH2:15][CH3:16])=[O:13]. The yield is 0.450.